From a dataset of Full USPTO retrosynthesis dataset with 1.9M reactions from patents (1976-2016). Predict the reactants needed to synthesize the given product. (1) Given the product [C:16]1([S:22]([O:1][CH2:2][CH:3]2[CH2:4][CH2:5][C:6](=[O:8])[NH:7]2)(=[O:24])=[O:23])[CH:21]=[CH:20][CH:19]=[CH:18][CH:17]=1, predict the reactants needed to synthesize it. The reactants are: [OH:1][CH2:2][CH:3]1[NH:7][C:6](=[O:8])[CH2:5][CH2:4]1.CCN(CC)CC.[C:16]1([S:22](Cl)(=[O:24])=[O:23])[CH:21]=[CH:20][CH:19]=[CH:18][CH:17]=1. (2) Given the product [CH3:24][C:21]1[CH:20]=[C:19]([NH:18][C:10]2[CH:9]=[C:8]([N:6]3[CH2:7][C:4]([CH:1]4[CH2:3][CH2:2]4)([F:25])[CH2:5]3)[N:13]=[C:12]([S:14][C:17]3[CH:34]=[CH:33][C:32]([NH:31][C:29](=[O:30])[CH2:28][C:27]([F:40])([F:26])[F:39])=[CH:37][CH:36]=3)[N:11]=2)[NH:23][N:22]=1, predict the reactants needed to synthesize it. The reactants are: [CH:1]1([C:4]2([F:25])[CH2:7][N:6]([C:8]3[N:13]=[C:12]([S:14]([CH3:17])(=O)=O)[N:11]=[C:10]([NH:18][C:19]4[NH:23][N:22]=[C:21]([CH3:24])[CH:20]=4)[CH:9]=3)[CH2:5]2)[CH2:3][CH2:2]1.[F:26][C:27]([F:40])([F:39])[CH2:28][C:29]([NH:31][C:32]1[CH:37]=[CH:36]C(S)=[CH:34][CH:33]=1)=[O:30]. (3) Given the product [CH3:27][O:28][C:29]1[NH:13][C:11]2[CH:12]=[C:7]([C:6]3[C:2]([CH3:1])=[N:3][O:4][C:5]=3[CH3:26])[CH:8]=[C:9]([C:15]3[C:24]([CH3:25])=[CH:23][CH:22]=[C:21]4[C:16]=3[CH:17]=[CH:18][CH:19]=[N:20]4)[C:10]=2[N:14]=1, predict the reactants needed to synthesize it. The reactants are: [CH3:1][C:2]1[C:6]([C:7]2[CH:12]=[C:11]([NH2:13])[C:10]([NH2:14])=[C:9]([C:15]3[C:24]([CH3:25])=[CH:23][CH:22]=[C:21]4[C:16]=3[CH:17]=[CH:18][CH:19]=[N:20]4)[CH:8]=2)=[C:5]([CH3:26])[O:4][N:3]=1.[C:27](OC)(OC)(OC)[O:28][CH3:29]. (4) Given the product [Br:1][C:2]1[CH:3]=[C:4]([N:5]2[C:15]3[C:14](=[CH:19][CH:18]=[CH:17][N:16]=3)[C:13](=[O:21])[C:7]([C:8]([O:10][CH2:11][CH3:12])=[O:9])=[CH:6]2)[CH:22]=[CH:23][CH:24]=1, predict the reactants needed to synthesize it. The reactants are: [Br:1][C:2]1[CH:3]=[C:4]([CH:22]=[CH:23][CH:24]=1)[NH:5][CH:6]=[C:7]([C:13](=[O:21])[C:14]1[CH:19]=[CH:18][CH:17]=[N:16][C:15]=1Cl)[C:8]([O:10][CH2:11][CH3:12])=[O:9].[H-].[Na+].O. (5) Given the product [F:1][C:2]1[CH:3]=[C:4]([N:9]2[CH2:13][C@H:12]([CH2:14][N:15]3[CH:19]=[C:18]([CH3:20])[N:17]=[N:16]3)[O:11][C:10]2=[O:21])[CH:5]=[CH:6][C:7]=1[C:24]1[S:28][C:27]([C:29]2[CH2:33][CH:32]([CH2:34][OH:35])[O:31][N:30]=2)=[CH:26][CH:25]=1, predict the reactants needed to synthesize it. The reactants are: [F:1][C:2]1[CH:3]=[C:4]([N:9]2[CH2:13][C@H:12]([CH2:14][N:15]3[CH:19]=[C:18]([CH3:20])[N:17]=[N:16]3)[O:11][C:10]2=[O:21])[CH:5]=[CH:6][C:7]=1I.C[Sn](C)(C)[C:24]1[S:28][C:27]([C:29]2[CH2:33][CH:32]([CH2:34][OH:35])[O:31][N:30]=2)=[CH:26][CH:25]=1.O1C=CC=C1P(C1OC=CC=1)C1OC=CC=1.